This data is from Forward reaction prediction with 1.9M reactions from USPTO patents (1976-2016). The task is: Predict the product of the given reaction. Given the reactants [Cl:1][C:2]1[CH:3]=[C:4]([C:9]2([C:25]([F:28])([F:27])[F:26])[O:13][N:12]=[C:11]([C:14]3[CH:22]=[CH:21][C:17]([C:18]([NH2:20])=[O:19])=[C:16]([CH2:23][CH3:24])[CH:15]=3)[CH2:10]2)[CH:5]=[C:6]([Cl:8])[CH:7]=1, predict the reaction product. The product is: [Cl:1][C:2]1[CH:3]=[C:4]([C:9]2([C:25]([F:26])([F:28])[F:27])[O:13][N:12]=[C:11]([C:14]3[CH:22]=[CH:21][C:17]([C:18]([NH:20]/[CH:11]=[N:12]\[O:13][CH3:9])=[O:19])=[C:16]([CH2:23][CH3:24])[CH:15]=3)[CH2:10]2)[CH:5]=[C:6]([Cl:8])[CH:7]=1.